Dataset: Retrosynthesis with 50K atom-mapped reactions and 10 reaction types from USPTO. Task: Predict the reactants needed to synthesize the given product. Given the product COc1ccc(Nc2nc(Nc3cccc(CCCO)c3C)ncc2Cl)c(NS(C)(=O)=O)c1, predict the reactants needed to synthesize it. The reactants are: COC(=O)CCc1cccc(Nc2ncc(Cl)c(Nc3ccc(OC)cc3NS(C)(=O)=O)n2)c1C.